Predict the product of the given reaction. From a dataset of Forward reaction prediction with 1.9M reactions from USPTO patents (1976-2016). (1) Given the reactants [Br:1][C:2]1[CH:3]=[C:4]2[C:8](=[CH:9][CH:10]=1)[NH:7][CH:6]=[CH:5]2.[H-].[Na+].[CH:13]([Si:16](Cl)([CH:20]([CH3:22])[CH3:21])[CH:17]([CH3:19])[CH3:18])([CH3:15])[CH3:14], predict the reaction product. The product is: [Br:1][C:2]1[CH:3]=[C:4]2[C:8](=[CH:9][CH:10]=1)[N:7]([Si:16]([CH:20]([CH3:22])[CH3:21])([CH:17]([CH3:19])[CH3:18])[CH:13]([CH3:15])[CH3:14])[CH:6]=[CH:5]2. (2) Given the reactants [C:1]([O:5][C:6]([NH:8][C@@H:9]1[CH2:13][CH2:12][N:11]([C:14]2[CH:19]=[CH:18][C:17]([N:20]3[CH2:24][C@H:23]([CH2:25]OS(C)(=O)=O)[O:22][C:21]3=[O:31])=[CH:16][C:15]=2[F:32])[CH2:10]1)=[O:7])([CH3:4])([CH3:3])[CH3:2].[N-:33]=[N+:34]=[N-:35].[Na+], predict the reaction product. The product is: [C:1]([O:5][C:6]([NH:8][C@@H:9]1[CH2:13][CH2:12][N:11]([C:14]2[CH:19]=[CH:18][C:17]([N:20]3[CH2:24][C@H:23]([CH2:25][N:33]=[N+:34]=[N-:35])[O:22][C:21]3=[O:31])=[CH:16][C:15]=2[F:32])[CH2:10]1)=[O:7])([CH3:3])([CH3:4])[CH3:2]. (3) Given the reactants [NH2:1][C:2]1[N:7]=[CH:6][N:5]=[C:4]2[N:8]([CH:12]([C:14]3[CH:21]=[C:20]([Cl:22])[C:17]([C:18]#[N:19])=[C:16]([CH:23]4[CH2:26][NH:25][CH2:24]4)[C:15]=3[O:27][CH2:28][CH3:29])[CH3:13])[N:9]=[C:10]([CH3:11])[C:3]=12.[C:30](O)(=[O:33])CC.C(N(CC)CC)C.F[P-](F)(F)(F)(F)F.N1(OC(N(C)C)=[N+](C)C)C2C=C[CH:56]=[CH:57][C:52]=2N=N1.CN(C)C=[O:69], predict the reaction product. The product is: [NH2:1][C:2]1[N:7]=[CH:6][N:5]=[C:4]2[N:8]([CH:12]([C:14]3[CH:21]=[C:20]([Cl:22])[C:17]([C:18]#[N:19])=[C:16]([CH:23]4[CH2:24][N:25]([C:30](=[O:33])[C:57]([OH:69])([CH3:56])[CH3:52])[CH2:26]4)[C:15]=3[O:27][CH2:28][CH3:29])[CH3:13])[N:9]=[C:10]([CH3:11])[C:3]=12. (4) Given the reactants [Cl:1][C:2]1[NH:6][CH:5]=[C:4]([C:7]#[N:8])[C:3]=1[C:9]1[CH:14]=[CH:13][CH:12]=[CH:11][CH:10]=1.[OH-].[Na+].Br[CH2:18][CH2:19][NH:20][C:21](=[O:27])[O:22][C:23]([CH3:26])([CH3:25])[CH3:24], predict the reaction product. The product is: [Cl:1][C:2]1[N:6]([CH2:18][CH2:19][NH:20][C:21](=[O:27])[O:22][C:23]([CH3:26])([CH3:25])[CH3:24])[CH:5]=[C:4]([C:7]#[N:8])[C:3]=1[C:9]1[CH:10]=[CH:11][CH:12]=[CH:13][CH:14]=1.